From a dataset of Full USPTO retrosynthesis dataset with 1.9M reactions from patents (1976-2016). Predict the reactants needed to synthesize the given product. (1) Given the product [Cl:11][C:12]1[CH:19]=[CH:18][C:17]([N+:20]([O-:22])=[O:21])=[CH:16][C:13]=1[CH2:14][O:8][C:5]1[CH:6]=[CH:7][C:2]([F:1])=[N:3][CH:4]=1, predict the reactants needed to synthesize it. The reactants are: [F:1][C:2]1[CH:7]=[CH:6][C:5]([OH:8])=[CH:4][N:3]=1.[H-].[Na+].[Cl:11][C:12]1[CH:19]=[CH:18][C:17]([N+:20]([O-:22])=[O:21])=[CH:16][C:13]=1[CH2:14]Br.CO. (2) Given the product [CH2:1]([CH2:8][NH:9][CH:1]1[CH2:2][CH2:3][O:15][CH2:14][CH2:8]1)[C:2]1[CH:7]=[CH:6][CH:5]=[CH:4][CH:3]=1, predict the reactants needed to synthesize it. The reactants are: [CH2:1]([CH2:8][NH2:9])[C:2]1[CH:7]=[CH:6][CH:5]=[CH:4][CH:3]=1.C(Cl)(Cl)Cl.[CH3:14][OH:15].